This data is from Catalyst prediction with 721,799 reactions and 888 catalyst types from USPTO. The task is: Predict which catalyst facilitates the given reaction. (1) Reactant: [CH3:1][O:2][C:3]1[CH:8]=[CH:7][C:6]([N:9]2[CH:13]=[CH:12][C:11](NCC(OC)=O)=[N:10]2)=[CH:5][CH:4]=1.C(N(CC)CC)C.ClC([O:30][CH2:31][CH:32](C)[CH3:33])=O.[BH4-].[Na+]. Product: [CH3:1][O:2][C:3]1[CH:4]=[CH:5][C:6]([N:9]2[CH:13]=[CH:12][C:11](/[CH:33]=[CH:32]/[CH2:31][OH:30])=[N:10]2)=[CH:7][CH:8]=1. The catalyst class is: 30. (2) Reactant: [C:1]([CH:3]1[CH2:6][N:5]([C:7](=[O:44])[C@H:8]([NH:10][C:11]([C:13]2[C:21]3[C:16](=[N:17][CH:18]=[C:19]([C:22]4[N:23]=[C:24]([S:32]([CH3:35])(=[O:34])=[O:33])[N:25]5[CH:30]=[C:29]([F:31])[CH:28]=[CH:27][C:26]=45)[N:20]=3)[N:15](COCC[Si](C)(C)C)[CH:14]=2)=[O:12])[CH3:9])[CH2:4]1)#[N:2].FC(F)(F)C(O)=O. Product: [C:1]([CH:3]1[CH2:6][N:5]([C:7](=[O:44])[C@H:8]([NH:10][C:11]([C:13]2[C:21]3[C:16](=[N:17][CH:18]=[C:19]([C:22]4[N:23]=[C:24]([S:32]([CH3:35])(=[O:34])=[O:33])[N:25]5[CH:30]=[C:29]([F:31])[CH:28]=[CH:27][C:26]=45)[N:20]=3)[NH:15][CH:14]=2)=[O:12])[CH3:9])[CH2:4]1)#[N:2]. The catalyst class is: 4. (3) Reactant: [C:1]([O:5][C:6]([N:8]1[CH2:12][CH2:11][CH2:10][CH:9]1[C:13]1[O:17][N:16]=[C:15]([C:18]2[CH:23]=[CH:22][C:21]([C:24]#[C:25][Si](C)(C)C)=[CH:20][N:19]=2)[N:14]=1)=[O:7])([CH3:4])([CH3:3])[CH3:2].[OH-].[K+]. Product: [C:1]([O:5][C:6]([N:8]1[CH2:12][CH2:11][CH2:10][CH:9]1[C:13]1[O:17][N:16]=[C:15]([C:18]2[CH:23]=[CH:22][C:21]([C:24]#[CH:25])=[CH:20][N:19]=2)[N:14]=1)=[O:7])([CH3:4])([CH3:3])[CH3:2]. The catalyst class is: 24. (4) Reactant: [CH2:1]([N:5]1[CH2:14][CH2:13][C:8]2(OCC[O:9]2)[CH2:7][CH2:6]1)[CH2:2][CH2:3][CH3:4]. Product: [CH2:1]([N:5]1[CH2:14][CH2:13][C:8](=[O:9])[CH2:7][CH2:6]1)[CH2:2][CH2:3][CH3:4]. The catalyst class is: 33. (5) Reactant: [OH:1][C:2]1[CH:3]=[C:4]([C:8]2[C:17]3[C:12](=[C:13]([C:18]([F:21])([F:20])[F:19])[CH:14]=[CH:15][CH:16]=3)[N:11]=[CH:10][C:9]=2[C:22]([C:24]2[CH:29]=[CH:28][CH:27]=[CH:26][CH:25]=2)=[O:23])[CH:5]=[CH:6][CH:7]=1.[C:30]([O-])([O-])=O.[K+].[K+]. Product: [CH3:30][O:1][C:2]1[CH:3]=[C:4]([C:8]2[C:17]3[C:12](=[C:13]([C:18]([F:21])([F:19])[F:20])[CH:14]=[CH:15][CH:16]=3)[N:11]=[CH:10][C:9]=2[C:22]([C:24]2[CH:25]=[CH:26][CH:27]=[CH:28][CH:29]=2)=[O:23])[CH:5]=[CH:6][CH:7]=1. The catalyst class is: 21. (6) Reactant: [Cl:1][C:2]1[C:3]([N:8]2[CH:12]([C:13]([O:15][CH2:16][CH3:17])=[O:14])[CH2:11][C:10](=[O:18])[NH:9]2)=[N:4][CH:5]=[CH:6][CH:7]=1.S(=O)(=O)(O)O.S(OOS([O-])(=O)=O)([O-])(=O)=O.[K+].[K+]. Product: [Cl:1][C:2]1[C:3]([N:8]2[C:12]([C:13]([O:15][CH2:16][CH3:17])=[O:14])=[CH:11][C:10]([OH:18])=[N:9]2)=[N:4][CH:5]=[CH:6][CH:7]=1. The catalyst class is: 10. (7) Reactant: [Cl:1][C:2]1[C:3]([O:12][C:13]2[CH:18]=[C:17]([O:19][CH2:20][CH2:21][O:22][CH3:23])[CH:16]=[CH:15][C:14]=2[CH2:24][CH2:25][C:26](OCC)=[O:27])=[N:4][CH:5]=[C:6]([C:8]([F:11])([F:10])[F:9])[CH:7]=1.[H-].[Al+3].[Li+].[H-].[H-].[H-].O.O.O.O.O.O.O.O.O.O.S([O-])([O-])(=O)=O.[Na+].[Na+]. Product: [Cl:1][C:2]1[C:3]([O:12][C:13]2[CH:18]=[C:17]([O:19][CH2:20][CH2:21][O:22][CH3:23])[CH:16]=[CH:15][C:14]=2[CH2:24][CH2:25][CH2:26][OH:27])=[N:4][CH:5]=[C:6]([C:8]([F:10])([F:9])[F:11])[CH:7]=1. The catalyst class is: 7. (8) Reactant: [CH:1]1[C:10]2[C:5](=[C:6](B(O)O)[CH:7]=[CH:8][CH:9]=2)[CH:4]=[CH:3][N:2]=1.C(=O)([O-])[O-].[K+].[K+].Br[C:21]1[CH:29]=[C:28]2[C:24]([CH:25]=[N:26][NH:27]2)=[C:23]([NH:30][C:31]([C:33]2[N:34]=[C:35]([CH3:38])[S:36][CH:37]=2)=[O:32])[CH:22]=1. Product: [CH:1]1[C:10]2[C:5](=[C:6]([C:21]3[CH:29]=[C:28]4[C:24]([CH:25]=[N:26][NH:27]4)=[C:23]([NH:30][C:31]([C:33]4[N:34]=[C:35]([CH3:38])[S:36][CH:37]=4)=[O:32])[CH:22]=3)[CH:7]=[CH:8][CH:9]=2)[CH:4]=[CH:3][N:2]=1. The catalyst class is: 75. (9) Reactant: [CH3:1][O:2][C:3]([C:5]1[C:14]2[CH:13]=[C:12]3[O:15][CH2:16][CH2:17][O:18][C:11]3=[CH:10][C:9]=2[N:8]=[C:7]([C:19]2[CH:24]=[CH:23][CH:22]=[CH:21][CH:20]=2)[C:6]=1[CH2:25]Br)=[O:4].[NH:27]1[CH2:32][CH2:31][NH:30][CH2:29][C:28]1=[O:33].C(N(C(C)C)C(C)C)C. Product: [CH3:1][O:2][C:3]([C:5]1[C:14]2[CH:13]=[C:12]3[O:15][CH2:16][CH2:17][O:18][C:11]3=[CH:10][C:9]=2[N:8]=[C:7]([C:19]2[CH:24]=[CH:23][CH:22]=[CH:21][CH:20]=2)[C:6]=1[CH2:25][N:30]1[CH2:31][CH2:32][NH:27][C:28](=[O:33])[CH2:29]1)=[O:4]. The catalyst class is: 1.